Dataset: Catalyst prediction with 721,799 reactions and 888 catalyst types from USPTO. Task: Predict which catalyst facilitates the given reaction. (1) Reactant: [CH:1]1([C:4]2[CH:5]=[N:6][C:7]([N:14]([C:21]3[CH:22]=[C:23]4[C:27](=[CH:28][CH:29]=3)[NH:26][CH:25]=[CH:24]4)[C:15](=[O:20])[C:16]([F:19])([F:18])[F:17])=[C:8]([CH:13]=2)[C:9]([O:11][CH3:12])=[O:10])[CH2:3][CH2:2]1.[H-].[Na+].[F:32][C:33]1[CH:40]=[CH:39][C:36]([CH2:37]Br)=[CH:35][CH:34]=1.C(OCC)(=O)C. Product: [CH:1]1([C:4]2[CH:5]=[N:6][C:7]([N:14]([C:21]3[CH:22]=[C:23]4[C:27](=[CH:28][CH:29]=3)[N:26]([CH2:37][C:36]3[CH:39]=[CH:40][C:33]([F:32])=[CH:34][CH:35]=3)[CH:25]=[CH:24]4)[C:15](=[O:20])[C:16]([F:17])([F:19])[F:18])=[C:8]([CH:13]=2)[C:9]([O:11][CH3:12])=[O:10])[CH2:3][CH2:2]1. The catalyst class is: 35. (2) Reactant: [Li+].C[CH:3]([N-:5]C(C)C)C.CCCCCCC.C1COCC1.[CH2:21]([O:28][C:29]([N:31]1[CH2:36][CH2:35][N:34]([C:37]([O:39][C:40]([CH3:43])([CH3:42])[CH3:41])=[O:38])[CH2:33][CH:32]1[C:44](O)=O)=[O:30])[C:22]1[CH:27]=[CH:26][CH:25]=[CH:24][CH:23]=1.CI. Product: [C:3]([C:32]1([CH3:44])[CH2:33][N:34]([C:37]([O:39][C:40]([CH3:43])([CH3:41])[CH3:42])=[O:38])[CH2:35][CH2:36][N:31]1[C:29]([O:28][CH2:21][C:22]1[CH:23]=[CH:24][CH:25]=[CH:26][CH:27]=1)=[O:30])#[N:5]. The catalyst class is: 1. (3) Reactant: [Br:1][C:2]1[C:3]([N:17]2[CH2:22][CH2:21][C:20]([CH3:24])([CH3:23])[CH2:19][CH2:18]2)=[C:4]([C@H:10]([OH:16])[C:11]([O:13][CH2:14][CH3:15])=[O:12])[C:5]([CH3:9])=[N:6][C:7]=1[CH3:8].[CH3:25][C:26](=[CH2:28])[CH3:27]. Product: [Br:1][C:2]1[C:3]([N:17]2[CH2:18][CH2:19][C:20]([CH3:23])([CH3:24])[CH2:21][CH2:22]2)=[C:4]([C@H:10]([O:16][C:26]([CH3:28])([CH3:27])[CH3:25])[C:11]([O:13][CH2:14][CH3:15])=[O:12])[C:5]([CH3:9])=[N:6][C:7]=1[CH3:8]. The catalyst class is: 2. (4) Reactant: [C:1]([N:4]1[CH2:13][CH2:12][C:11]2[C:6](=[CH:7][CH:8]=[C:9]([S:14](OC3C(F)=C(F)C(F)=C(F)C=3F)(=[O:16])=[O:15])[CH:10]=2)[CH:5]1[C:29]1[CH:34]=[CH:33][C:32]([C:35]2[CH:40]=[CH:39][CH:38]=[C:37]([F:41])[CH:36]=2)=[CH:31][C:30]=1[O:42][CH3:43])(=[O:3])[CH3:2].[O:44]1[CH:48]=[CH:47][C:46]([NH2:49])=[N:45]1.C1COCC1.[Li+].C[Si]([N-][Si](C)(C)C)(C)C. Product: [C:1]([N:4]1[CH2:13][CH2:12][C:11]2[C:6](=[CH:7][CH:8]=[C:9]([S:14]([NH:49][C:46]3[CH:47]=[CH:48][O:44][N:45]=3)(=[O:15])=[O:16])[CH:10]=2)[C@H:5]1[C:29]1[CH:34]=[CH:33][C:32]([C:35]2[CH:40]=[CH:39][CH:38]=[C:37]([F:41])[CH:36]=2)=[CH:31][C:30]=1[O:42][CH3:43])(=[O:3])[CH3:2]. The catalyst class is: 5.